This data is from Forward reaction prediction with 1.9M reactions from USPTO patents (1976-2016). The task is: Predict the product of the given reaction. (1) Given the reactants [Cl:1]C1C=CC(N)=CC=1C.[Br:10][C:11]1[CH:16]=[C:15](C)[C:14]([CH3:18])=[CH:13][C:12]=1[N:19](C(C)C)[C:20]([CH:22]1[CH2:27][CH2:26][N:25]([C:28]([O:30][C:31]([CH3:34])([CH3:33])[CH3:32])=[O:29])[CH2:24][CH2:23]1)=[O:21], predict the reaction product. The product is: [Br:10][C:11]1[CH:16]=[C:15]([Cl:1])[C:14]([CH3:18])=[CH:13][C:12]=1[NH:19][C:20]([CH:22]1[CH2:27][CH2:26][N:25]([C:28]([O:30][C:31]([CH3:34])([CH3:33])[CH3:32])=[O:29])[CH2:24][CH2:23]1)=[O:21]. (2) Given the reactants [C:1]([O-:4])(=[O:3])[CH3:2].[C:5]([O-:8])(=O)[CH3:6].[C:9]([O-])(=O)[CH3:10].[C:13]([O-])(=O)C.[Pb+4].[CH:18]1[CH:23]=[CH:22]C=[CH:20][CH:19]=1, predict the reaction product. The product is: [CH3:13][O:8][C:5]1[CH:6]=[C:23]([CH3:22])[CH:18]=[CH:19][C:20]=1[CH2:2][C:1]([O:4][CH2:9][CH3:10])=[O:3]. (3) Given the reactants [N:1]([C:4]1[CH:9]=[CH:8][C:7]([N+:10]([O-])=O)=[CH:6][CH:5]=1)=[N+:2]=[N-:3].[CH2:13]([Br:16])[C:14]#[CH:15], predict the reaction product. The product is: [Br:16][CH2:13][C:14]1[N:3]=[N:2][N:1]([C:4]2[CH:9]=[CH:8][C:7]([NH2:10])=[CH:6][CH:5]=2)[CH:15]=1.[NH2:1][C:4]1[CH:9]=[CH:8][CH:7]=[CH:6][CH:5]=1. (4) Given the reactants [Na].[C:2]([C:10]([O:16][CH2:17][CH2:18][O:19][C:20]1C=CC=[CH:22][CH:21]=1)(S([O-])(=O)=O)C)(CC(C)(C)C)(C)[CH3:3].[Na+].S1(=[O:36])C2C=CC=CC=2C=N1.FF.[K], predict the reaction product. The product is: [C:20]([OH:36])(=[O:19])[CH:21]=[CH2:22].[C:10]([O:16][CH2:17][CH3:18])(=[O:36])[CH:2]=[CH2:3].